Dataset: Forward reaction prediction with 1.9M reactions from USPTO patents (1976-2016). Task: Predict the product of the given reaction. Given the reactants [F:1][C:2]1[CH:9]=[C:8]([C:10]#[C:11]C(O)(C)C)[CH:7]=[CH:6][C:3]=1[C:4]#[N:5].[H-].[Na+], predict the reaction product. The product is: [C:10]([C:8]1[CH:7]=[CH:6][C:3]([C:4]#[N:5])=[C:2]([F:1])[CH:9]=1)#[CH:11].